Dataset: Full USPTO retrosynthesis dataset with 1.9M reactions from patents (1976-2016). Task: Predict the reactants needed to synthesize the given product. Given the product [C:4]([CH2:6][C:7]([NH:9][C:10]1[CH:19]=[CH:18][C:17]2[C:12](=[CH:13][CH:14]=[CH:15][CH:16]=2)[CH:11]=1)=[O:8])([OH:5])=[O:3], predict the reactants needed to synthesize it. The reactants are: C([O:3][C:4]([CH2:6][C:7]([NH:9][C:10]1[CH:19]=[CH:18][C:17]2[C:12](=[CH:13][CH:14]=[CH:15][CH:16]=2)[CH:11]=1)=[O:8])=[O:5])C.[Li+].[OH-].OS([O-])(=O)=O.[Na+].